Task: Predict the reactants needed to synthesize the given product.. Dataset: Full USPTO retrosynthesis dataset with 1.9M reactions from patents (1976-2016) (1) Given the product [CH3:10][O:11][C:12]1[CH:13]=[C:14]([N:15]=[C:8]=[N:7][C:1]2[CH:6]=[CH:5][CH:4]=[CH:3][CH:2]=2)[CH:16]=[CH:17][C:18]=1[O:19][CH3:20], predict the reactants needed to synthesize it. The reactants are: [C:1]1([N:7]=[C:8]=S)[CH:6]=[CH:5][CH:4]=[CH:3][CH:2]=1.[CH3:10][O:11][C:12]1[CH:13]=[C:14]([CH:16]=[CH:17][C:18]=1[O:19][CH3:20])[NH2:15].C(N(CC)CC)C.II. (2) Given the product [CH3:8][C:7]1[C:2]([CH:1]=[O:18])=[N:3][CH:4]=[C:5]([CH3:9])[CH:6]=1, predict the reactants needed to synthesize it. The reactants are: [CH3:1][C:2]1[C:7]([CH3:8])=[CH:6][C:5]([CH3:9])=[CH:4][N:3]=1.ClC1C=CC=C(C(OO)=[O:18])C=1.[OH-].[Na+].C[O-].[Na+].CO. (3) Given the product [Cl:8][C:6]1[N:5]=[C:4]([C:13]#[C:14][CH3:15])[C:3]([N+:10]([O-:12])=[O:11])=[C:2]([NH2:1])[CH:7]=1, predict the reactants needed to synthesize it. The reactants are: [NH2:1][C:2]1[CH:7]=[C:6]([Cl:8])[N:5]=[C:4](Cl)[C:3]=1[N+:10]([O-:12])=[O:11].[CH2:13]([Sn](CCCC)(CCCC)C#CC)[CH2:14][CH2:15]C. (4) Given the product [CH2:1]([O:8][C:9](=[O:42])[C@H:10]([NH:22][C:23](=[O:41])[C:24]1[CH:29]=[CH:28][C:27]([N:30]2[CH2:31][CH2:32][CH:33]([CH:36]=[O:37])[CH2:34][CH2:35]2)=[CH:26][CH:25]=1)[CH2:11][C:12]([O:14][CH2:15][C:16]1[CH:21]=[CH:20][CH:19]=[CH:18][CH:17]=1)=[O:13])[C:2]1[CH:7]=[CH:6][CH:5]=[CH:4][CH:3]=1, predict the reactants needed to synthesize it. The reactants are: [CH2:1]([O:8][C:9](=[O:42])[C@H:10]([NH:22][C:23](=[O:41])[C:24]1[CH:29]=[CH:28][C:27]([N:30]2[CH2:35][CH2:34][CH:33]([CH:36](OC)[O:37]C)[CH2:32][CH2:31]2)=[CH:26][CH:25]=1)[CH2:11][C:12]([O:14][CH2:15][C:16]1[CH:21]=[CH:20][CH:19]=[CH:18][CH:17]=1)=[O:13])[C:2]1[CH:7]=[CH:6][CH:5]=[CH:4][CH:3]=1.FC(F)(F)C(O)=O. (5) Given the product [F:1][C:2]([F:15])([F:14])[S:3]([O:6][CH:20]([CH3:21])[C:19]([O:18][CH2:16][CH3:17])=[O:23])(=[O:5])=[O:4], predict the reactants needed to synthesize it. The reactants are: [F:1][C:2]([F:15])([F:14])[S:3]([O:6]S(C(F)(F)F)(=O)=O)(=[O:5])=[O:4].[CH2:16]([O:18][C:19](=[O:23])[CH:20](O)[CH3:21])[CH3:17].N1C=CC=CC=1. (6) Given the product [Br:1][C:2]1[CH:10]=[CH:9][C:5]([CH:6]([NH:8][S:20]([CH2:18][CH3:19])(=[O:22])=[O:21])[CH3:7])=[CH:4][CH:3]=1, predict the reactants needed to synthesize it. The reactants are: [Br:1][C:2]1[CH:10]=[CH:9][C:5]([CH:6]([NH2:8])[CH3:7])=[CH:4][CH:3]=1.C(N(CC)CC)C.[CH2:18]([S:20](Cl)(=[O:22])=[O:21])[CH3:19]. (7) Given the product [C@@H:14]12[CH2:15][C@@H:16]1[CH2:17][C@@H:11]([CH2:10][NH:9][C:6]1[N:7]=[N:8][C:3]([C:2]([F:26])([F:25])[F:1])=[CH:4][CH:5]=1)[NH:12][CH2:13]2, predict the reactants needed to synthesize it. The reactants are: [F:1][C:2]([F:26])([F:25])[C:3]1[N:8]=[N:7][C:6]([NH:9][CH2:10][C@@H:11]2[CH2:17][C@@H:16]3[C@@H:14]([CH2:15]3)[CH2:13][N:12]2C(OC(C)(C)C)=O)=[CH:5][CH:4]=1.C(O)(C(F)(F)F)=O.